This data is from Full USPTO retrosynthesis dataset with 1.9M reactions from patents (1976-2016). The task is: Predict the reactants needed to synthesize the given product. (1) Given the product [Br:1][C:2]1[CH:15]=[C:4]([N:9]2[CH2:14][CH2:13][O:12][CH2:11][CH2:10]2)[C:5](=[O:8])[NH:6][CH:7]=1, predict the reactants needed to synthesize it. The reactants are: [Br:1][C:2]1N=[C:4]([N:9]2[CH2:14][CH2:13][O:12][CH2:11][CH2:10]2)[C:5](=[O:8])[NH:6][CH:7]=1.[C:15](=O)([O-])[O-].[K+].[K+].IC. (2) Given the product [CH3:45][C:46]1[O:50][C:49]([CH2:51][NH:52][C:28]([C:19]2[C:18](=[O:31])[C:17]([Br:16])=[C:22]([CH3:23])[N:21]([C@@H:24]([CH2:26][CH3:27])[CH3:25])[CH:20]=2)=[O:30])=[N:48][N:47]=1, predict the reactants needed to synthesize it. The reactants are: BrC1C(=O)C(C(O)=O)=CN(C(C)C)C=1C.[Br:16][C:17]1[C:18](=[O:31])[C:19]([C:28]([OH:30])=O)=[CH:20][N:21]([C@@H:24]([CH2:26][CH3:27])[CH3:25])[C:22]=1[CH3:23].Cl.CS(C1C=CC(CN)=CC=1)(=O)=O.[CH3:45][C:46]1[O:50][C:49]([CH2:51][NH2:52])=[N:48][N:47]=1.BrBr. (3) Given the product [Cl:1][C:2]1[N:6]2[N:7]=[C:8]([O:11][C:12]3[CH:17]=[C:16]([C:18]([F:20])([F:21])[F:19])[CH:15]=[CH:14][C:13]=3[C:22]3[CH:27]=[N:26][C:25]([O:28][CH2:30][CH3:31])=[CH:24][CH:23]=3)[CH:9]=[CH:10][C:5]2=[N:4][N:3]=1, predict the reactants needed to synthesize it. The reactants are: [Cl:1][C:2]1[N:6]2[N:7]=[C:8]([O:11][C:12]3[CH:17]=[C:16]([C:18]([F:21])([F:20])[F:19])[CH:15]=[CH:14][C:13]=3[C:22]3[CH:23]=[CH:24][C:25](=[O:28])[NH:26][CH:27]=3)[CH:9]=[CH:10][C:5]2=[N:4][N:3]=1.I[CH2:30][CH3:31]. (4) Given the product [O:22]1[CH:31]=[N:23][C:20]([C:16]2[CH:15]=[C:14]([CH:19]=[CH:18][CH:17]=2)[CH2:13][CH2:12][O:11][CH2:10][CH2:9][C:8]([N:7]([CH:1]2[CH2:6][CH2:5][CH2:4][CH2:3][CH2:2]2)[CH2:25][CH:26]([O:29][CH3:30])[O:27][CH3:28])=[O:24])=[N:21]1, predict the reactants needed to synthesize it. The reactants are: [CH:1]1([N:7]([CH2:25][CH:26]([O:29][CH3:30])[O:27][CH3:28])[C:8](=[O:24])[CH2:9][CH2:10][O:11][CH2:12][CH2:13][C:14]2[CH:19]=[CH:18][CH:17]=[C:16]([C:20](=[NH:23])[NH:21][OH:22])[CH:15]=2)[CH2:6][CH2:5][CH2:4][CH2:3][CH2:2]1.[CH:31](OC)(OC)OC.C1(C)C=CC(S(O)(=O)=O)=CC=1. (5) Given the product [CH3:18][O:19][C:20]1[CH:21]=[C:22]([CH:25]=[CH:26][C:27]=1[O:28][CH3:29])[CH2:23][O:17][C:6]1[CH:5]=[C:4]2[C:9]([C:10]([N:12]3[CH2:16][CH2:15][CH2:14][CH2:13]3)=[CH:11][C:2]([CH3:1])=[N:3]2)=[CH:8][CH:7]=1, predict the reactants needed to synthesize it. The reactants are: [CH3:1][C:2]1[CH:11]=[C:10]([N:12]2[CH2:16][CH2:15][CH2:14][CH2:13]2)[C:9]2[C:4](=[CH:5][C:6]([OH:17])=[CH:7][CH:8]=2)[N:3]=1.[CH3:18][O:19][C:20]1[CH:21]=[C:22]([CH:25]=[CH:26][C:27]=1[O:28][CH3:29])[CH2:23]Cl.